Dataset: Reaction yield outcomes from USPTO patents with 853,638 reactions. Task: Predict the reaction yield, written as a fraction of the theoretical maximum amount of product (1.0 means a 100% yield; for example, 0.34 means a 34% yield). (1) The reactants are [Cl:1][C:2]1[CH:3]=[C:4]2[C:8](=[C:9]([C:11]([OH:13])=O)[CH:10]=1)[NH:7][CH:6]=[CH:5]2.CN(C(ON1N=NC2C=CC=CC1=2)=[N+](C)C)C.[B-](F)(F)(F)F.C(N(CC)C(C)C)(C)C.[C:45]([C:49]1[CH:66]=[CH:65][C:52]([CH2:53][NH:54][CH2:55][CH2:56][C:57]2[CH:62]=[CH:61][CH:60]=[C:59]([Cl:63])[C:58]=2[F:64])=[CH:51][CH:50]=1)([CH3:48])([CH3:47])[CH3:46]. The catalyst is CN(C=O)C.O. The product is [C:45]([C:49]1[CH:66]=[CH:65][C:52]([CH2:53][N:54]([CH2:55][CH2:56][C:57]2[CH:62]=[CH:61][CH:60]=[C:59]([Cl:63])[C:58]=2[F:64])[C:11]([C:9]2[CH:10]=[C:2]([Cl:1])[CH:3]=[C:4]3[C:8]=2[NH:7][CH:6]=[CH:5]3)=[O:13])=[CH:51][CH:50]=1)([CH3:48])([CH3:46])[CH3:47]. The yield is 0.680. (2) The reactants are [CH:1]([C:4]1[S:5][CH:6]=[C:7]([C:9]2[CH:14]=[CH:13][C:12]([N+:15]([O-])=O)=[CH:11][CH:10]=2)[N:8]=1)([CH3:3])[CH3:2]. The catalyst is [Pd].C(OCC)(=O)C. The product is [CH:1]([C:4]1[S:5][CH:6]=[C:7]([C:9]2[CH:14]=[CH:13][C:12]([NH2:15])=[CH:11][CH:10]=2)[N:8]=1)([CH3:3])[CH3:2]. The yield is 0.990. (3) The catalyst is O.[O-]S([O-])(=O)=O.[Cu+2]. The reactants are [C:1]([C:5]1[CH:10]=[CH:9][C:8]([N+:11]([O-:13])=[O:12])=[CH:7][C:6]=1N)([CH3:4])([CH3:3])[CH3:2].N([O-])=O.[Na+].[O-:19][S:20]([O-:22])=O.[Na+].[Na+].[ClH:25]. The yield is 0.170. The product is [C:1]([C:5]1[CH:10]=[CH:9][C:8]([N+:11]([O-:13])=[O:12])=[CH:7][C:6]=1[S:20]([Cl:25])(=[O:22])=[O:19])([CH3:4])([CH3:3])[CH3:2]. (4) The reactants are [OH:1][C:2]1[CH:7]=[CH:6][C:5]([OH:8])=[CH:4][CH:3]=1.C([O-])([O-])=O.[K+].[K+].Br[CH2:16][CH2:17][CH2:18][C:19]([O:21][CH2:22][CH3:23])=[O:20]. The catalyst is C(O)C.[N+](CCCC)(CCCC)(CCCC)CCCC.[I-]. The product is [OH:1][C:2]1[CH:7]=[CH:6][C:5]([O:8][CH2:16][CH2:17][CH2:18][C:19]([O:21][CH2:22][CH3:23])=[O:20])=[CH:4][CH:3]=1. The yield is 0.300. (5) The reactants are [F:1][C:2]1[CH:31]=[CH:30][C:5]2[C:6]3[N:7]([CH:11]=[C:12]([C:14]4[N:18]([CH:19]([CH3:21])[CH3:20])[N:17]=[C:16]([NH:22]C(=O)OC(C)(C)C)[N:15]=4)[N:13]=3)[CH2:8][CH2:9][O:10][C:4]=2[CH:3]=1.ClCCCl.FC(F)(F)C(O)=O. The product is [F:1][C:2]1[CH:31]=[CH:30][C:5]2[C:6]3[N:7]([CH:11]=[C:12]([C:14]4[N:18]([CH:19]([CH3:21])[CH3:20])[N:17]=[C:16]([NH2:22])[N:15]=4)[N:13]=3)[CH2:8][CH2:9][O:10][C:4]=2[CH:3]=1. No catalyst specified. The yield is 0.120. (6) The reactants are [CH:1]([C:3]1[CH:4]=[C:5]2[C:10](=[CH:11][CH:12]=1)[O:9][CH2:8][CH2:7][CH2:6]2)=[CH2:2].B1C2CCCC1CCC2.C1C[O:25]CC1. No catalyst specified. The product is [OH:25][CH2:2][CH2:1][C:3]1[CH:4]=[C:5]2[C:10](=[CH:11][CH:12]=1)[O:9][CH2:8][CH2:7][CH2:6]2. The yield is 0.240.